This data is from Forward reaction prediction with 1.9M reactions from USPTO patents (1976-2016). The task is: Predict the product of the given reaction. (1) Given the reactants C(=O)([O-])[O-].[K+].[K+].[CH2:7]([S:14][C:15]1[N:19]([CH3:20])[N:18]=[CH:17][C:16]=1[C:21]([NH:23][OH:24])=[O:22])[C:8]1[CH:13]=[CH:12][CH:11]=[CH:10][CH:9]=1.[CH2:25](Br)[CH:26]=[CH2:27].Cl, predict the reaction product. The product is: [CH2:27]([O:24][NH:23][C:21]([C:16]1[CH:17]=[N:18][N:19]([CH3:20])[C:15]=1[S:14][CH2:7][C:8]1[CH:9]=[CH:10][CH:11]=[CH:12][CH:13]=1)=[O:22])[CH:26]=[CH2:25]. (2) Given the reactants [CH3:1][C:2]1[C:6]([C:7]2[CH:8]=[C:9](B3OC(C)(C)C(C)(C)O3)[C:10]3[NH:14][C:13](=[O:15])[NH:12][C:11]=3[CH:16]=2)=[C:5]([CH3:26])[O:4][N:3]=1.Cl[C:28]1[C:37]2[C:32](=[CH:33][CH:34]=[CH:35][CH:36]=2)[N:31]=[N:30][C:29]=1[C:38]([O:40]C)=[O:39].C(Cl)Cl.N1(C2CCCCCCCCCC2)CCCN=CCCCCC1, predict the reaction product. The product is: [CH3:1][C:2]1[C:6]([C:7]2[CH:8]=[C:9]([C:28]3[C:37]4[C:32](=[CH:33][CH:34]=[CH:35][CH:36]=4)[N:31]=[N:30][C:29]=3[C:38]([OH:40])=[O:39])[C:10]3[NH:14][C:13](=[O:15])[NH:12][C:11]=3[CH:16]=2)=[C:5]([CH3:26])[O:4][N:3]=1.